From a dataset of Forward reaction prediction with 1.9M reactions from USPTO patents (1976-2016). Predict the product of the given reaction. Given the reactants [N:1]1[CH:2]=[C:3]([C:10]([OH:12])=O)[N:4]2[CH:9]=[CH:8][CH:7]=[CH:6][C:5]=12.C(Cl)(=O)C(Cl)=O.CN(C)C=O.[N:24]1([C:28]2[O:32][N:31]=[C:30]([C:33]3[CH:38]=[CH:37][C:36]([CH3:39])=[C:35]([N+:40]([O-])=O)[CH:34]=3)[N:29]=2)[CH2:27][CH2:26][CH2:25]1, predict the reaction product. The product is: [N:24]1([C:28]2[O:32][N:31]=[C:30]([C:33]3[CH:38]=[CH:37][C:36]([CH3:39])=[C:35]([NH:40][C:10]([C:3]4[N:4]5[CH:9]=[CH:8][CH:7]=[CH:6][C:5]5=[N:1][CH:2]=4)=[O:12])[CH:34]=3)[N:29]=2)[CH2:27][CH2:26][CH2:25]1.